The task is: Predict the product of the given reaction.. This data is from Forward reaction prediction with 1.9M reactions from USPTO patents (1976-2016). (1) The product is: [F:18][CH:15]([CH2:16][CH3:17])[CH2:14][N:11]1[CH2:12][CH2:13][CH:8]([CH2:7][O:6][C:5]2[CH:19]=[CH:20][C:2]([C:28]3[CH:29]=[CH:30][C:25]([C:23]([O:22][CH3:21])=[O:24])=[CH:26][CH:27]=3)=[CH:3][CH:4]=2)[CH2:9][CH2:10]1. Given the reactants Br[C:2]1[CH:20]=[CH:19][C:5]([O:6][CH2:7][CH:8]2[CH2:13][CH2:12][N:11]([CH2:14][CH:15]([F:18])[CH2:16][CH3:17])[CH2:10][CH2:9]2)=[CH:4][CH:3]=1.[CH3:21][O:22][C:23]([C:25]1[CH:30]=[CH:29][C:28](B(O)O)=[CH:27][CH:26]=1)=[O:24].C([O-])([O-])=O.[Cs+].[Cs+].C([O-])(O)=O.[Na+], predict the reaction product. (2) Given the reactants [Si]([O:8][CH2:9][CH2:10][O:11][NH:12][C:13](=[O:34])[C:14]1[CH:19]=[C:18]([CH:20]=[N:21][OH:22])[C:17]([F:23])=[C:16]([F:24])[C:15]=1[NH:25][C:26]1[CH:31]=[CH:30][C:29]([I:32])=[CH:28][C:27]=1[F:33])(C(C)(C)C)(C)C.[F-].C([N+](CCCC)(CCCC)CCCC)CCC.O, predict the reaction product. The product is: [F:24][C:16]1[C:15]([NH:25][C:26]2[CH:31]=[CH:30][C:29]([I:32])=[CH:28][C:27]=2[F:33])=[C:14]([CH:19]=[C:18]([CH:20]=[N:21][OH:22])[C:17]=1[F:23])[C:13]([NH:12][O:11][CH2:10][CH2:9][OH:8])=[O:34]. (3) Given the reactants [Cl:1][C:2]1[CH:7]=[CH:6][C:5]([CH:8]2[C:12]3[N:13]([CH:22]([CH3:24])[CH3:23])[C:14]([CH:16]4[CH2:21][CH2:20][NH:19][CH2:18][CH2:17]4)=[N:15][C:11]=3[C:10](=[O:25])[N:9]2[C:26]2[CH:27]=[C:28]([CH3:36])[C:29]3[N:30]([C:32]([CH3:35])=[N:33][N:34]=3)[CH:31]=2)=[CH:4][CH:3]=1.C(O[BH-](OC(=O)C)OC(=O)C)(=O)C.[Na+].CC(O)=O.[CH3:55][C:56]([CH:59]=O)([CH3:58])[CH3:57], predict the reaction product. The product is: [Cl:1][C:2]1[CH:7]=[CH:6][C:5]([CH:8]2[C:12]3[N:13]([CH:22]([CH3:24])[CH3:23])[C:14]([CH:16]4[CH2:21][CH2:20][N:19]([CH2:55][C:56]([CH3:59])([CH3:58])[CH3:57])[CH2:18][CH2:17]4)=[N:15][C:11]=3[C:10](=[O:25])[N:9]2[C:26]2[CH:27]=[C:28]([CH3:36])[C:29]3[N:30]([C:32]([CH3:35])=[N:33][N:34]=3)[CH:31]=2)=[CH:4][CH:3]=1.